This data is from HIV replication inhibition screening data with 41,000+ compounds from the AIDS Antiviral Screen. The task is: Binary Classification. Given a drug SMILES string, predict its activity (active/inactive) in a high-throughput screening assay against a specified biological target. (1) The molecule is O=C(O)C(O)C(O)C(=O)O. The result is 0 (inactive). (2) The compound is Cc1c(-c2coc(-c3ccccc3)n2)c(=O)n(-c2ccccc2)n1C. The result is 0 (inactive).